Dataset: Peptide-MHC class I binding affinity with 185,985 pairs from IEDB/IMGT. Task: Regression. Given a peptide amino acid sequence and an MHC pseudo amino acid sequence, predict their binding affinity value. This is MHC class I binding data. (1) The peptide sequence is LTFWQIDYL. The MHC is HLA-A02:01 with pseudo-sequence HLA-A02:01. The binding affinity (normalized) is 0.816. (2) The peptide sequence is MPWLDNIVE. The MHC is HLA-B18:01 with pseudo-sequence HLA-B18:01. The binding affinity (normalized) is 0.0847. (3) The MHC is HLA-A30:01 with pseudo-sequence HLA-A30:01. The peptide sequence is QTVEMSPFY. The binding affinity (normalized) is 0.213. (4) The peptide sequence is KVNSTITRY. The MHC is HLA-A29:02 with pseudo-sequence HLA-A29:02. The binding affinity (normalized) is 0.531.